Task: Predict the reactants needed to synthesize the given product.. Dataset: Full USPTO retrosynthesis dataset with 1.9M reactions from patents (1976-2016) (1) Given the product [Cl:19][C:13]1[C:12]2[C:17](=[CH:18][C:9]([OH:8])=[CH:10][CH:11]=2)[N:16]=[CH:15][CH:14]=1, predict the reactants needed to synthesize it. The reactants are: C([O:8][C:9]1[CH:18]=[C:17]2[C:12]([C:13]([Cl:19])=[CH:14][CH:15]=[N:16]2)=[CH:11][CH:10]=1)C1C=CC=CC=1.C([O-])(O)=O.[Na+]. (2) Given the product [CH3:29][C:28]([O:20][C@@H:18]1[CH2:19][C:14]2[C@@:15]([CH3:21])([C@@H:5]3[C@@H:6]([CH2:12][CH:13]=2)[C@@H:7]2[CH2:8][CH2:9][C:10](=[O:11])[C@@:2]2([CH3:1])[CH2:3][CH2:4]3)[CH2:16][CH2:17]1)=[O:30], predict the reactants needed to synthesize it. The reactants are: [CH3:1][C@@:2]12[C:10](=[O:11])[CH2:9][CH2:8][C@H:7]1[C@@H:6]1[CH2:12][CH:13]=[C:14]3[CH2:19][C@@H:18]([OH:20])[CH2:17][CH2:16][C@:15]3([CH3:21])[C@H:5]1[CH2:4][CH2:3]2.N1C=CC=CC=1.[C:28](OC(=O)C)(=[O:30])[CH3:29]. (3) Given the product [Cl:8][C:9]1[S:10][N:5]=[C:4]([CH:3]([CH3:7])[CH3:2])[N:6]=1, predict the reactants needed to synthesize it. The reactants are: Cl.[CH3:2][CH:3]([CH3:7])[C:4](=[NH:6])[NH2:5].[Cl:8][C:9](Cl)(Cl)[S:10](Cl)(=O)=O.[OH-].[Na+]. (4) Given the product [CH3:1][O:2][C:3](=[O:13])[C:4]1[CH:9]=[CH:8][C:7]([CH2:10][O:32]/[N:31]=[CH:30]/[C:23]2[C:24]3[C:29](=[CH:28][CH:27]=[CH:26][CH:25]=3)[N:21]([CH2:14][C:15]3[CH:20]=[CH:19][CH:18]=[CH:17][CH:16]=3)[CH:22]=2)=[CH:6][C:5]=1[Br:12], predict the reactants needed to synthesize it. The reactants are: [CH3:1][O:2][C:3](=[O:13])[C:4]1[CH:9]=[CH:8][C:7]([CH2:10]Br)=[CH:6][C:5]=1[Br:12].[CH2:14]([N:21]1[C:29]2[C:24](=[CH:25][CH:26]=[CH:27][CH:28]=2)[C:23]([CH:30]=[N:31][OH:32])=[CH:22]1)[C:15]1[CH:20]=[CH:19][CH:18]=[CH:17][CH:16]=1.C(=O)([O-])[O-].[Cs+].[Cs+]. (5) Given the product [C:36]([O:35][C:33]([CH2:32][C@@H:30]1[O:29][C:28]([CH3:40])([CH3:41])[O:27][C@H:26]([CH2:25][CH2:24][N:14]([C:15](=[O:23])[C:16]2[CH:21]=[CH:20][C:19]([F:22])=[CH:18][CH:17]=2)[CH:10]([CH:11]([CH3:13])[CH3:12])[C:9]([OH:42])=[O:8])[CH2:31]1)=[O:34])([CH3:38])([CH3:39])[CH3:37], predict the reactants needed to synthesize it. The reactants are: C([O:8][C:9](=[O:42])[CH:10]([N:14]([CH2:24][CH2:25][C@@H:26]1[CH2:31][C@H:30]([CH2:32][C:33]([O:35][C:36]([CH3:39])([CH3:38])[CH3:37])=[O:34])[O:29][C:28]([CH3:41])([CH3:40])[O:27]1)[C:15](=[O:23])[C:16]1[CH:21]=[CH:20][C:19]([F:22])=[CH:18][CH:17]=1)[CH:11]([CH3:13])[CH3:12])C1C=CC=CC=1.[H][H].